Regression. Given two drug SMILES strings and cell line genomic features, predict the synergy score measuring deviation from expected non-interaction effect. From a dataset of NCI-60 drug combinations with 297,098 pairs across 59 cell lines. Drug 1: CCCCCOC(=O)NC1=NC(=O)N(C=C1F)C2C(C(C(O2)C)O)O. Drug 2: C1=NNC2=C1C(=O)NC=N2. Cell line: CAKI-1. Synergy scores: CSS=-0.531, Synergy_ZIP=-0.0459, Synergy_Bliss=-3.53, Synergy_Loewe=-8.32, Synergy_HSA=-7.19.